Dataset: Merck oncology drug combination screen with 23,052 pairs across 39 cell lines. Task: Regression. Given two drug SMILES strings and cell line genomic features, predict the synergy score measuring deviation from expected non-interaction effect. (1) Drug 1: Nc1ccn(C2OC(CO)C(O)C2(F)F)c(=O)n1. Drug 2: COC1CC2CCC(C)C(O)(O2)C(=O)C(=O)N2CCCCC2C(=O)OC(C(C)CC2CCC(OP(C)(C)=O)C(OC)C2)CC(=O)C(C)C=C(C)C(O)C(OC)C(=O)C(C)CC(C)C=CC=CC=C1C. Cell line: SKMES1. Synergy scores: synergy=-19.4. (2) Drug 1: N.N.O=C(O)C1(C(=O)O)CCC1.[Pt]. Drug 2: CC1(c2nc3c(C(N)=O)cccc3[nH]2)CCCN1. Cell line: NCIH520. Synergy scores: synergy=-5.63.